Dataset: Forward reaction prediction with 1.9M reactions from USPTO patents (1976-2016). Task: Predict the product of the given reaction. (1) Given the reactants [I-].[CH2:2]([N+:6]1[C:10]([CH3:11])=[CH:9][S:8][C:7]=1[CH3:12])[CH2:3][CH2:4][CH3:5].[F:13][C:14]([F:25])([F:24])[C:15]1[CH:16]=[C:17]([CH:21]=[CH:22][CH:23]=1)[C:18](Cl)=[O:19], predict the reaction product. The product is: [CH2:2]([N:6]1[C:10]([CH3:11])=[CH:9][S:8]/[C:7]/1=[CH:12]\[C:18]([C:17]1[CH:21]=[CH:22][CH:23]=[C:15]([C:14]([F:13])([F:24])[F:25])[CH:16]=1)=[O:19])[CH2:3][CH2:4][CH3:5]. (2) Given the reactants [CH2:1]1[CH:9]2[N:4]([CH2:5][CH:6]=[C:7]([C:10]3[C:18]4[C:13](=[N:14][CH:15]=[CH:16][CH:17]=4)[NH:12][CH:11]=3)[CH2:8]2)[CH2:3][CH2:2]1.[C:19](Cl)(=[O:26])[C:20]1[CH:25]=[CH:24][CH:23]=[CH:22][CH:21]=1.C[Si]([N-][Si](C)(C)C)(C)C.[Na+], predict the reaction product. The product is: [C:19]([N:12]1[C:13]2[C:18](=[CH:17][CH:16]=[CH:15][N:14]=2)[C:10]([C:7]2[CH2:8][CH:9]3[N:4]([CH2:3][CH2:2][CH2:1]3)[CH2:5][CH:6]=2)=[CH:11]1)(=[O:26])[C:20]1[CH:25]=[CH:24][CH:23]=[CH:22][CH:21]=1.